This data is from NCI-60 drug combinations with 297,098 pairs across 59 cell lines. The task is: Regression. Given two drug SMILES strings and cell line genomic features, predict the synergy score measuring deviation from expected non-interaction effect. (1) Drug 2: C1C(C(OC1N2C=NC3=C2NC=NCC3O)CO)O. Synergy scores: CSS=66.4, Synergy_ZIP=2.18, Synergy_Bliss=3.99, Synergy_Loewe=-4.52, Synergy_HSA=3.86. Cell line: NCI-H460. Drug 1: C1=NC(=NC(=O)N1C2C(C(C(O2)CO)O)O)N. (2) Drug 1: C1CCC(C(C1)N)N.C(=O)(C(=O)[O-])[O-].[Pt+4]. Drug 2: C(CN)CNCCSP(=O)(O)O. Cell line: SK-MEL-5. Synergy scores: CSS=32.1, Synergy_ZIP=-8.19, Synergy_Bliss=2.35, Synergy_Loewe=-52.7, Synergy_HSA=0.00534. (3) Cell line: NCI/ADR-RES. Drug 2: C1CCC(C(C1)N)N.C(=O)(C(=O)[O-])[O-].[Pt+4]. Drug 1: CCC1=CC2CC(C3=C(CN(C2)C1)C4=CC=CC=C4N3)(C5=C(C=C6C(=C5)C78CCN9C7C(C=CC9)(C(C(C8N6C)(C(=O)OC)O)OC(=O)C)CC)OC)C(=O)OC.C(C(C(=O)O)O)(C(=O)O)O. Synergy scores: CSS=17.0, Synergy_ZIP=-5.34, Synergy_Bliss=-2.83, Synergy_Loewe=-8.70, Synergy_HSA=-1.10. (4) Drug 1: CC(C1=C(C=CC(=C1Cl)F)Cl)OC2=C(N=CC(=C2)C3=CN(N=C3)C4CCNCC4)N. Drug 2: CC12CCC3C(C1CCC2O)C(CC4=C3C=CC(=C4)O)CCCCCCCCCS(=O)CCCC(C(F)(F)F)(F)F. Cell line: BT-549. Synergy scores: CSS=-0.163, Synergy_ZIP=6.90, Synergy_Bliss=8.12, Synergy_Loewe=2.80, Synergy_HSA=3.80. (5) Drug 1: CC1CCC2CC(C(=CC=CC=CC(CC(C(=O)C(C(C(=CC(C(=O)CC(OC(=O)C3CCCCN3C(=O)C(=O)C1(O2)O)C(C)CC4CCC(C(C4)OC)OCCO)C)C)O)OC)C)C)C)OC. Drug 2: CC1C(C(CC(O1)OC2CC(CC3=C2C(=C4C(=C3O)C(=O)C5=CC=CC=C5C4=O)O)(C(=O)C)O)N)O. Cell line: LOX IMVI. Synergy scores: CSS=54.1, Synergy_ZIP=3.01, Synergy_Bliss=3.16, Synergy_Loewe=9.76, Synergy_HSA=10.7. (6) Drug 1: CC1=C(N=C(N=C1N)C(CC(=O)N)NCC(C(=O)N)N)C(=O)NC(C(C2=CN=CN2)OC3C(C(C(C(O3)CO)O)O)OC4C(C(C(C(O4)CO)O)OC(=O)N)O)C(=O)NC(C)C(C(C)C(=O)NC(C(C)O)C(=O)NCCC5=NC(=CS5)C6=NC(=CS6)C(=O)NCCC[S+](C)C)O. Drug 2: C1CNP(=O)(OC1)N(CCCl)CCCl. Cell line: NCI-H322M. Synergy scores: CSS=2.31, Synergy_ZIP=-0.784, Synergy_Bliss=-0.889, Synergy_Loewe=0.349, Synergy_HSA=-1.61.